This data is from Reaction yield outcomes from USPTO patents with 853,638 reactions. The task is: Predict the reaction yield, written as a fraction of the theoretical maximum amount of product (1.0 means a 100% yield; for example, 0.34 means a 34% yield). The reactants are [CH:1]([N:14]1[CH2:17][CH:16]([O:18][C:19]2[C:31](Cl)=[CH:30][C:22]([C:23]([O:25][C:26]([CH3:29])([CH3:28])[CH3:27])=[O:24])=[C:21]([F:33])[CH:20]=2)[CH2:15]1)([C:8]1[CH:13]=[CH:12][CH:11]=[CH:10][CH:9]=1)[C:2]1[CH:7]=[CH:6][CH:5]=[CH:4][CH:3]=1.[CH:34]1(B(O)O)[CH2:36][CH2:35]1.F[B-](F)(F)F.C1(P(C2CCCCC2)C2CCCCC2)CCCCC1.P([O-])([O-])([O-])=O.[K+].[K+].[K+]. The catalyst is C1(C)C=CC=CC=1.O.C([O-])(=O)C.[Pd+2].C([O-])(=O)C. The product is [CH:1]([N:14]1[CH2:17][CH:16]([O:18][C:19]2[C:31]([CH:34]3[CH2:36][CH2:35]3)=[CH:30][C:22]([C:23]([O:25][C:26]([CH3:29])([CH3:28])[CH3:27])=[O:24])=[C:21]([F:33])[CH:20]=2)[CH2:15]1)([C:8]1[CH:13]=[CH:12][CH:11]=[CH:10][CH:9]=1)[C:2]1[CH:7]=[CH:6][CH:5]=[CH:4][CH:3]=1. The yield is 0.920.